Dataset: Forward reaction prediction with 1.9M reactions from USPTO patents (1976-2016). Task: Predict the product of the given reaction. (1) Given the reactants [F:1][C:2]1[CH:7]=[C:6]([NH:8][C:9]2[N:14]=[CH:13][C:12]([CH:15]=[CH2:16])=[CH:11][N:10]=2)[CH:5]=[CH:4][C:3]=1[S:17]([N:20]1[CH2:26][CH2:25][CH2:24][N:23](C(OC(C)(C)C)=O)[CH2:22][CH2:21]1)(=[O:19])=[O:18].[NH2:34][C:35]1[S:36][C:37]2[CH:43]=[C:42](Br)[CH:41]=[CH:40][C:38]=2[N:39]=1.C(=O)([O-])[O-].[Cs+].[Cs+].C(P(C(C)(C)C)C(C)(C)C)(C)(C)C.C1(C)C=CC=CC=1.Cl, predict the reaction product. The product is: [N:20]1([S:17]([C:3]2[CH:4]=[CH:5][C:6]([NH:8][C:9]3[N:14]=[CH:13][C:12](/[CH:15]=[CH:16]/[C:42]4[CH:41]=[CH:40][C:38]5[N:39]=[C:35]([NH2:34])[S:36][C:37]=5[CH:43]=4)=[CH:11][N:10]=3)=[CH:7][C:2]=2[F:1])(=[O:19])=[O:18])[CH2:26][CH2:25][CH2:24][NH:23][CH2:22][CH2:21]1. (2) Given the reactants Cl[C:2]1[N:7]=[C:6]([Cl:8])[C:5]([C:9]([F:12])([F:11])[F:10])=[CH:4][N:3]=1.CCOCC.[C:18]([N:25]1[CH2:30][CH2:29][CH:28]([C:31]2[CH:36]=[CH:35][C:34]([NH2:37])=[CH:33][CH:32]=2)[CH2:27][CH2:26]1)([O:20][C:21]([CH3:24])([CH3:23])[CH3:22])=[O:19].CCN(CC)CC, predict the reaction product. The product is: [Cl:8][C:6]1[C:5]([C:9]([F:12])([F:11])[F:10])=[CH:4][N:3]=[C:2]([NH:37][C:34]2[CH:35]=[CH:36][C:31]([CH:28]3[CH2:27][CH2:26][N:25]([C:18]([O:20][C:21]([CH3:24])([CH3:23])[CH3:22])=[O:19])[CH2:30][CH2:29]3)=[CH:32][CH:33]=2)[N:7]=1.